From a dataset of HIV replication inhibition screening data with 41,000+ compounds from the AIDS Antiviral Screen. Binary Classification. Given a drug SMILES string, predict its activity (active/inactive) in a high-throughput screening assay against a specified biological target. (1) The molecule is COc1cc(C2c3cc4c(cc3OC(NNc3ccccc3)C2C)OCO4)cc(OC)c1OC. The result is 0 (inactive). (2) The compound is CC(=O)OC1CCC2(C)C(=CCC3C4Cc5cnn(-c6ccccc6)c5NC4(C)CCC32)C1. The result is 0 (inactive). (3) The molecule is Cc1cc(NS(=O)(=O)c2ccc(NC(=O)c3cccn4c(=O)c5ccccc5nc34)cc2)no1. The result is 0 (inactive). (4) The molecule is CNC(=S)NN=C(C)c1cc(OC)c(OC)cc1O. The result is 0 (inactive). (5) The molecule is Nc1ncnc2c1nc(Br)n2C(C=O)OC(C=O)CO. The result is 0 (inactive).